This data is from Forward reaction prediction with 1.9M reactions from USPTO patents (1976-2016). The task is: Predict the product of the given reaction. The product is: [CH3:24][C:3]1[N:4]([S:11]([C:14]2[CH:19]=[CH:18][C:17]([C:20]([F:21])([F:23])[F:22])=[CH:16][CH:15]=2)(=[O:12])=[O:13])[C:5]2[C:10]([C:2]=1[C:28]1[C:29]3[C:34](=[CH:33][CH:32]=[CH:31][CH:30]=3)[CH:25]=[N:26][CH:27]=1)=[CH:9][CH:8]=[CH:7][CH:6]=2. Given the reactants I[C:2]1[C:10]2[C:5](=[CH:6][CH:7]=[CH:8][CH:9]=2)[N:4]([S:11]([C:14]2[CH:19]=[CH:18][C:17]([C:20]([F:23])([F:22])[F:21])=[CH:16][CH:15]=2)(=[O:13])=[O:12])[C:3]=1[CH3:24].[CH:25]1[C:34]2[C:29](=[CH:30][CH:31]=[CH:32][CH:33]=2)[C:28](B(O)O)=[CH:27][N:26]=1.C(=O)([O-])[O-].[Na+].[Na+], predict the reaction product.